This data is from Forward reaction prediction with 1.9M reactions from USPTO patents (1976-2016). The task is: Predict the product of the given reaction. (1) Given the reactants [CH3:1][N:2]([CH3:24])[CH2:3][CH2:4][NH:5][C:6](=[O:23])[C:7]([OH:22])([CH3:21])[CH2:8][CH2:9][C:10]1[C:15](=[O:16])[C:14]([CH3:17])=[C:13]([CH3:18])[C:12](=[O:19])[C:11]=1[CH3:20].[CH3:25][S:26]([OH:29])(=[O:28])=[O:27], predict the reaction product. The product is: [S:26]([OH:29])(=[O:28])(=[O:27])[CH3:25].[CH3:24][N:2]([CH3:1])[CH2:3][CH2:4][NH:5][C:6](=[O:23])[C:7]([OH:22])([CH3:21])[CH2:8][CH2:9][C:10]1[C:15](=[O:16])[C:14]([CH3:17])=[C:13]([CH3:18])[C:12](=[O:19])[C:11]=1[CH3:20]. (2) Given the reactants [CH3:1][O:2][C:3]1[CH:4]=[C:5]([CH:32]=[CH:33][C:34]=1[O:35][CH3:36])[CH2:6][N:7]1[CH2:12][CH2:11][CH:10]([N:13]([CH3:31])[C:14]([N:16]2[CH:20]=[C:19]([C:21]3[CH:26]=[CH:25][CH:24]=[C:23]([NH:27][C:28]([NH2:30])=[O:29])[CH:22]=3)[N:18]=[CH:17]2)=[O:15])[CH2:9][CH2:8]1.[ClH:37].C(OCC)C, predict the reaction product. The product is: [ClH:37].[CH3:1][O:2][C:3]1[CH:4]=[C:5]([CH:32]=[CH:33][C:34]=1[O:35][CH3:36])[CH2:6][N:7]1[CH2:12][CH2:11][CH:10]([N:13]([CH3:31])[C:14]([N:16]2[CH:20]=[C:19]([C:21]3[CH:26]=[CH:25][CH:24]=[C:23]([NH:27][C:28]([NH2:30])=[O:29])[CH:22]=3)[N:18]=[CH:17]2)=[O:15])[CH2:9][CH2:8]1. (3) Given the reactants [NH2:1][C:2]1[CH:3]=[C:4]([CH:7]=[CH:8][CH:9]=1)[CH:5]=[O:6].[F:10][C:11]1[CH:16]=[CH:15][CH:14]=[CH:13][C:12]=1[N:17]=[C:18]=[O:19].S([O-])(O)(=O)=O.[K+], predict the reaction product. The product is: [F:10][C:11]1[CH:16]=[CH:15][CH:14]=[CH:13][C:12]=1[NH:17][C:18]([NH:1][C:2]1[CH:9]=[CH:8][CH:7]=[C:4]([CH:5]=[O:6])[CH:3]=1)=[O:19]. (4) Given the reactants [N+:1]([C:4]1[CH:11]=[CH:10][C:9](B2OC(C)(C)C(C)(C)O2)=[CH:8][C:5]=1[CH:6]=[O:7])([O-:3])=[O:2].Br[C:22]1[CH:27]=[CH:26][CH:25]=[CH:24][C:23]=1[CH2:28][CH2:29][NH:30][S:31]([C:34]1[CH:39]=[CH:38][CH:37]=[CH:36][CH:35]=1)(=[O:33])=[O:32], predict the reaction product. The product is: [CH:6]([C:5]1[CH:8]=[C:9]([C:22]2[CH:27]=[CH:26][CH:25]=[CH:24][C:23]=2[CH2:28][CH2:29][NH:30][S:31]([C:34]2[CH:35]=[CH:36][CH:37]=[CH:38][CH:39]=2)(=[O:32])=[O:33])[CH:10]=[CH:11][C:4]=1[N+:1]([O-:3])=[O:2])=[O:7].